Dataset: Catalyst prediction with 721,799 reactions and 888 catalyst types from USPTO. Task: Predict which catalyst facilitates the given reaction. (1) Reactant: COC1C=CC(P2(SP(C3C=CC(OC)=CC=3)(=S)S2)=[S:10])=CC=1.[CH2:23]([O:25][C:26](=[O:42])[CH:27]([C:32](=O)[C:33]1[CH:38]=[CH:37][CH:36]=[C:35]([O:39][CH3:40])[CH:34]=1)[CH2:28][C:29](=O)[CH3:30])[CH3:24].CCCCCC.C(OCC)(=O)C. Product: [CH2:23]([O:25][C:26]([C:27]1[CH:28]=[C:29]([CH3:30])[S:10][C:32]=1[C:33]1[CH:38]=[CH:37][CH:36]=[C:35]([O:39][CH3:40])[CH:34]=1)=[O:42])[CH3:24]. The catalyst class is: 11. (2) Reactant: C([Li])CCC.CCCCCC.C(NC(C)C)(C)C.[CH2:19]([SnH:23]([CH2:28][CH2:29][CH2:30][CH3:31])[CH2:24][CH2:25][CH2:26][CH3:27])[CH2:20][CH2:21][CH3:22].[Cl:32][C:33]1[CH:38]=[C:37](Cl)[N:36]=[C:35]([CH3:40])[N:34]=1. Product: [Cl:32][C:33]1[CH:38]=[C:37]([Sn:23]([CH2:19][CH2:20][CH2:21][CH3:22])([CH2:24][CH2:25][CH2:26][CH3:27])[CH2:28][CH2:29][CH2:30][CH3:31])[N:36]=[C:35]([CH3:40])[N:34]=1. The catalyst class is: 1. (3) Reactant: [CH3:1][C:2]1[CH:3]=[C:4]([CH:8]=[C:9](/[CH:11]=[CH:12]/[C:13]2[CH:18]=[CH:17][CH:16]=[CH:15][CH:14]=2)[N:10]=1)[C:5](O)=[O:6].C1C=CC(P([N:33]=[N+:34]=[N-:35])(C2C=CC=CC=2)=O)=CC=1. Product: [CH3:1][C:2]1[CH:3]=[C:4]([CH:8]=[C:9](/[CH:11]=[CH:12]/[C:13]2[CH:18]=[CH:17][CH:16]=[CH:15][CH:14]=2)[N:10]=1)[C:5]([N:33]=[N+:34]=[N-:35])=[O:6]. The catalyst class is: 3. (4) Reactant: [C:1]([O:9]CC)(=O)[CH2:2][C:3]([O:5][CH2:6][CH3:7])=[O:4].C1(OC2C=CC=CC=2)C=CC=CC=1.[O-]CC.[Na+].C([O:31][C:32](=O)[CH:33]=[C:34]([NH2:36])[CH3:35])C. Product: [CH2:6]([O:5][C:3]([C:2]1[C:1](=[O:9])[NH:36][C:34]([CH3:35])=[CH:33][C:32]=1[OH:31])=[O:4])[CH3:7]. The catalyst class is: 8. (5) Reactant: [F:1][C:2]1[CH:16]=[CH:15][C:5]2[C:6]([CH:9]3[CH2:14][CH2:13][NH:12][CH2:11][CH2:10]3)=[N:7][O:8][C:4]=2[CH:3]=1.C(=O)([O-])[O-].[Na+].[Na+].[I-].[K+].[CH3:25][N:26]([CH:28]=[O:29])[CH3:27]. Product: [F:1][C:2]1[CH:16]=[CH:15][C:5]2[C:6]([CH:9]3[CH2:10][CH2:11][N:12]([CH2:3][CH2:4][C:5]4[C:28](=[O:29])[N:26]5[CH2:27][CH2:15][CH2:16][CH2:2][C:25]5=[N:7][C:6]=4[CH3:9])[CH2:13][CH2:14]3)=[N:7][O:8][C:4]=2[CH:3]=1. The catalyst class is: 6.